From a dataset of CYP2D6 inhibition data for predicting drug metabolism from PubChem BioAssay. Regression/Classification. Given a drug SMILES string, predict its absorption, distribution, metabolism, or excretion properties. Task type varies by dataset: regression for continuous measurements (e.g., permeability, clearance, half-life) or binary classification for categorical outcomes (e.g., BBB penetration, CYP inhibition). Dataset: cyp2d6_veith. (1) The drug is N#Cc1cc(-c2ccc(Cl)cc2)cnc1Sc1ccc(F)cc1. The result is 0 (non-inhibitor). (2) The molecule is Cc1ccc2c(c1)N(CCC(=O)NCc1ccc3c(c1)OCO3)C(=O)CO2. The result is 1 (inhibitor).